Dataset: Catalyst prediction with 721,799 reactions and 888 catalyst types from USPTO. Task: Predict which catalyst facilitates the given reaction. (1) Reactant: [Li+].C[Si]([N-][Si](C)(C)C)(C)C.[I-].C1([P+](C2C=CC=CC=2)(C2C=CC=CC=2)[CH2:19][CH:20]2[CH2:25][CH2:24][O:23][CH2:22][CH2:21]2)C=CC=CC=1.[CH2:38]([O:40][C:41](=[O:54])[C:42]([C:44]1[CH:49]=[CH:48][C:47]([S:50][CH:51]2[CH2:53][CH2:52]2)=[CH:46][CH:45]=1)=O)[CH3:39].Cl. Product: [CH:51]1([S:50][C:47]2[CH:48]=[CH:49][C:44]([C:42](=[CH:19][CH:20]3[CH2:21][CH2:22][O:23][CH2:24][CH2:25]3)[C:41]([O:40][CH2:38][CH3:39])=[O:54])=[CH:45][CH:46]=2)[CH2:52][CH2:53]1. The catalyst class is: 20. (2) Reactant: [Si:1]([O:8][CH2:9][CH:10]([OH:40])[CH2:11][O:12][C:13]1[CH:18]=[C:17]([Cl:19])[C:16]([C:20]2[N:24]=[C:23]([C:25]3[N:26]=[C:27]4[C:32]([Cl:33])=[CH:31][C:30]([C:34]([F:37])([F:36])[F:35])=[CH:29][N:28]4[CH:38]=3)[O:22][N:21]=2)=[CH:15][C:14]=1[Cl:39])([C:4]([CH3:7])([CH3:6])[CH3:5])([CH3:3])[CH3:2].CC(OI1(OC(C)=O)(OC(C)=O)OC(=O)C2C=CC=CC1=2)=O.S([O-])([O-])(=O)=S.[Na+].[Na+].C(=O)(O)[O-].[Na+]. Product: [Si:1]([O:8][CH2:9][C:10](=[O:40])[CH2:11][O:12][C:13]1[CH:18]=[C:17]([Cl:19])[C:16]([C:20]2[N:24]=[C:23]([C:25]3[N:26]=[C:27]4[C:32]([Cl:33])=[CH:31][C:30]([C:34]([F:37])([F:36])[F:35])=[CH:29][N:28]4[CH:38]=3)[O:22][N:21]=2)=[CH:15][C:14]=1[Cl:39])([C:4]([CH3:6])([CH3:7])[CH3:5])([CH3:2])[CH3:3]. The catalyst class is: 2. (3) Reactant: [CH3:1][O:2][C:3]1[C:4]([NH2:18])=[CH:5][C:6]2[CH2:12][CH2:11][N:10]([CH2:13][CH2:14][O:15][CH3:16])[CH2:9][CH2:8][C:7]=2[CH:17]=1.Cl[C:20]1[N:25]=[C:24]([NH:26][C:27]2[CH:36]=[CH:35][CH:34]=[CH:33][C:28]=2[C:29]([NH:31][CH3:32])=[O:30])[C:23]([Cl:37])=[CH:22][N:21]=1.Cl.O1CCOCC1. Product: [Cl:37][C:23]1[C:24]([NH:26][C:27]2[CH:36]=[CH:35][CH:34]=[CH:33][C:28]=2[C:29]([NH:31][CH3:32])=[O:30])=[N:25][C:20]([NH:18][C:4]2[C:3]([O:2][CH3:1])=[CH:17][C:7]3[CH2:8][CH2:9][N:10]([CH2:13][CH2:14][O:15][CH3:16])[CH2:11][CH2:12][C:6]=3[CH:5]=2)=[N:21][CH:22]=1. The catalyst class is: 32. (4) Reactant: C([Li])CCC.[CH2:6]([C:8]1[CH:18]=[C:11]2[C:12]([O:16][CH3:17])=[CH:13][CH:14]=[CH:15][N:10]2[N:9]=1)[CH3:7].[Br:19]CCBr.[Cl-].[NH4+]. Product: [Br:19][C:15]1[N:10]2[N:9]=[C:8]([CH2:6][CH3:7])[CH:18]=[C:11]2[C:12]([O:16][CH3:17])=[CH:13][CH:14]=1. The catalyst class is: 7. (5) Reactant: [H-].[Na+].[NH:3]1[CH:7]=[CH:6][CH:5]=[N:4]1.[CH:8]([N:21]1[CH2:24][CH:23](OS(C)(=O)=O)[CH2:22]1)([C:15]1[CH:20]=[CH:19][CH:18]=[CH:17][CH:16]=1)[C:9]1[CH:14]=[CH:13][CH:12]=[CH:11][CH:10]=1.C(OCC)(=O)C. Product: [CH:8]([N:21]1[CH2:24][CH:23]([N:3]2[CH:7]=[CH:6][CH:5]=[N:4]2)[CH2:22]1)([C:15]1[CH:16]=[CH:17][CH:18]=[CH:19][CH:20]=1)[C:9]1[CH:10]=[CH:11][CH:12]=[CH:13][CH:14]=1. The catalyst class is: 9. (6) Reactant: [CH2:1]([N:8]1[CH2:13][CH2:12][NH:11][CH2:10][CH2:9]1)[C:2]1[CH:7]=[CH:6][CH:5]=[CH:4][CH:3]=1.[C:14](Cl)(=[O:18])[CH2:15][CH2:16][CH3:17].C(N(CC)CC)C. Product: [CH2:1]([N:8]1[CH2:13][CH2:12][N:11]([C:14](=[O:18])[CH2:15][CH2:16][CH3:17])[CH2:10][CH2:9]1)[C:2]1[CH:3]=[CH:4][CH:5]=[CH:6][CH:7]=1. The catalyst class is: 4.